From a dataset of Catalyst prediction with 721,799 reactions and 888 catalyst types from USPTO. Predict which catalyst facilitates the given reaction. (1) Reactant: [C:1]([O:5][C:6]([N:8]1[CH2:12][C@@H:11]([CH:13]=O)[C@H:10]([CH2:15][CH:16]2[CH2:21][CH2:20][CH2:19][CH2:18][CH2:17]2)[CH2:9]1)=[O:7])([CH3:4])([CH3:3])[CH3:2].[CH:22]1([NH2:25])[CH2:24][CH2:23]1. Product: [C:1]([O:5][C:6]([N:8]1[CH2:12][C@@H:11]([CH2:13][NH:25][CH:22]2[CH2:24][CH2:23]2)[C@H:10]([CH2:15][CH:16]2[CH2:21][CH2:20][CH2:19][CH2:18][CH2:17]2)[CH2:9]1)=[O:7])([CH3:4])([CH3:3])[CH3:2]. The catalyst class is: 61. (2) Reactant: [CH3:1][O:2][CH2:3][O:4][C:5]1[CH:6]=[C:7]([CH:13]=[CH:14][C:15]=1[N+:16]([O-])=O)[C:8]([O:10][CH2:11][CH3:12])=[O:9].C1COCC1.[H][H]. Product: [NH2:16][C:15]1[CH:14]=[CH:13][C:7]([C:8]([O:10][CH2:11][CH3:12])=[O:9])=[CH:6][C:5]=1[O:4][CH2:3][O:2][CH3:1]. The catalyst class is: 63. (3) Reactant: [Cl:1][C:2]1[C:3]([C:23]([F:26])([F:25])[F:24])=[CH:4][C:5]2[N:9]=[C:8]([CH:10]([OH:12])[CH3:11])[N:7]([C:13]3[CH:18]=[CH:17][C:16]([CH2:19][CH2:20][Cl:21])=[CH:15][CH:14]=3)[C:6]=2[CH:22]=1. Product: [Cl:1][C:2]1[C:3]([C:23]([F:25])([F:24])[F:26])=[CH:4][C:5]2[N:9]=[C:8]([C:10](=[O:12])[CH3:11])[N:7]([C:13]3[CH:14]=[CH:15][C:16]([CH2:19][CH2:20][Cl:21])=[CH:17][CH:18]=3)[C:6]=2[CH:22]=1. The catalyst class is: 177.